Dataset: Forward reaction prediction with 1.9M reactions from USPTO patents (1976-2016). Task: Predict the product of the given reaction. (1) Given the reactants [Cl:1][C:2]1[CH:7]=[CH:6][CH:5]=[CH:4][C:3]=1[C:8]([C:11]1[CH:16]=[CH:15][CH:14]=[CH:13][C:12]=1[Cl:17])(Cl)Cl.[F:18][C:19]1[CH:24]=[C:23]([OH:25])[C:22]([OH:26])=[CH:21][C:20]=1[C:27]([N:29]1[CH2:34][CH2:33][O:32][CH2:31][CH2:30]1)=[O:28], predict the reaction product. The product is: [Cl:1][C:2]1[CH:7]=[CH:6][CH:5]=[CH:4][C:3]=1[C:8]1([C:11]2[CH:16]=[CH:15][CH:14]=[CH:13][C:12]=2[Cl:17])[O:25][C:23]2[CH:24]=[C:19]([F:18])[C:20]([C:27]([N:29]3[CH2:34][CH2:33][O:32][CH2:31][CH2:30]3)=[O:28])=[CH:21][C:22]=2[O:26]1. (2) Given the reactants [F:1][C:2]([F:6])=[C:3]([F:5])[F:4].[CH2:7]([NH:9][CH2:10][CH3:11])[CH3:8], predict the reaction product. The product is: [F:1][C:2]([N:9]([CH2:10][CH3:11])[CH2:7][CH3:8])([F:6])[CH:3]([F:5])[F:4]. (3) Given the reactants [CH3:1][C:2]1[CH:7]=[CH:6][CH:5]=[C:4]([CH3:8])[C:3]=1[CH2:9][C:10]#[N:11].[NH2:12][CH2:13][CH:14](N)[CH3:15], predict the reaction product. The product is: [CH3:1][C:2]1[CH:7]=[CH:6][CH:5]=[C:4]([CH3:8])[C:3]=1[CH2:9][C:10]1[NH:11][CH:14]([CH3:15])[CH2:13][N:12]=1. (4) Given the reactants [CH3:1][NH:2][S:3]([C:6]([F:30])([F:29])[C:7]([F:28])([F:27])[C:8]([F:26])([F:25])[C:9]([F:24])([F:23])[C:10]([F:22])([F:21])[C:11]([F:20])([F:19])[C:12]([F:18])([F:17])[C:13]([F:16])([F:15])[F:14])(=[O:5])=[O:4].CS(C)=O.[OH-].[K+].[CH2:37](Br)[CH:38]=[CH2:39], predict the reaction product. The product is: [C:6]([S:3]([N:2]([CH2:39][CH:38]=[CH2:37])[CH3:1])(=[O:5])=[O:4])([C:7]([C:8]([C:9]([C:10]([C:11]([C:12]([C:13]([F:16])([F:15])[F:14])([F:18])[F:17])([F:19])[F:20])([F:21])[F:22])([F:23])[F:24])([F:25])[F:26])([F:27])[F:28])([F:30])[F:29]. (5) Given the reactants C([N:4]([S:31]([CH2:34][C:35]1[CH:40]=[CH:39][CH:38]=[CH:37][CH:36]=1)(=[O:33])=[O:32])[C:5]([CH:7]1[CH2:12][CH2:11][N:10]([C:13]2[C:23]([C:24]#[N:25])=[CH:22][C:16]([C:17]([O:19][CH2:20][CH3:21])=[O:18])=[C:15]([O:26][CH2:27][CH:28]([F:30])[F:29])[N:14]=2)[CH2:9][CH2:8]1)=[O:6])C=C.C1(C)C=CC(S([O-])(=O)=O)=CC=1.[Na+], predict the reaction product. The product is: [CH2:34]([S:31]([NH:4][C:5]([CH:7]1[CH2:12][CH2:11][N:10]([C:13]2[C:23]([C:24]#[N:25])=[CH:22][C:16]([C:17]([O:19][CH2:20][CH3:21])=[O:18])=[C:15]([O:26][CH2:27][CH:28]([F:29])[F:30])[N:14]=2)[CH2:9][CH2:8]1)=[O:6])(=[O:33])=[O:32])[C:35]1[CH:36]=[CH:37][CH:38]=[CH:39][CH:40]=1.